From a dataset of Catalyst prediction with 721,799 reactions and 888 catalyst types from USPTO. Predict which catalyst facilitates the given reaction. (1) The catalyst class is: 44. Reactant: [Br:1][C:2]1[CH:3]=[C:4]2[C:9](Cl)=[C:8]([C:11]([NH2:13])=[O:12])[CH:7]=[N:6][N:5]2[CH:14]=1.[NH2:15][C@@H:16]([C@H:19]([OH:21])[CH3:20])[CH2:17][OH:18].C(N(C(C)C)CC)(C)C.O. Product: [Br:1][C:2]1[CH:3]=[C:4]2[C:9]([NH:15][C@@H:16]([C@H:19]([OH:21])[CH3:20])[CH2:17][OH:18])=[C:8]([C:11]([NH2:13])=[O:12])[CH:7]=[N:6][N:5]2[CH:14]=1. (2) Reactant: C[O:2][C:3](=[O:30])[CH2:4][CH:5]1[CH2:10][CH2:9][N:8]([CH:11]2[CH2:29][CH2:28][C:13]3([C:19]4[CH:20]=[CH:21][CH:22]=[CH:23][C:18]=4[CH2:17][C:16]4[CH:24]=[CH:25][CH:26]=[CH:27][C:15]=4[CH2:14]3)[CH2:12]2)[CH2:7][CH2:6]1.[OH-].[K+]. Product: [CH:27]1[C:15]2[CH2:14][C:13]3([CH2:28][CH2:29][CH:11]([N:8]4[CH2:9][CH2:10][CH:5]([CH2:4][C:3]([OH:30])=[O:2])[CH2:6][CH2:7]4)[CH2:12]3)[C:19]3[CH:20]=[CH:21][CH:22]=[CH:23][C:18]=3[CH2:17][C:16]=2[CH:24]=[CH:25][CH:26]=1. The catalyst class is: 24.